Dataset: Forward reaction prediction with 1.9M reactions from USPTO patents (1976-2016). Task: Predict the product of the given reaction. Given the reactants [NH2:1][C:2]([CH3:6])([CH3:5])[CH2:3][OH:4].[Cl:7][C:8]1[CH:16]=[CH:15][C:11]([C:12](Cl)=O)=[CH:10][CH:9]=1.O=S(Cl)Cl.[OH-].[Na+], predict the reaction product. The product is: [Cl:7][C:8]1[CH:16]=[CH:15][C:11]([CH:12]2[NH:1][C:2]([CH3:6])([CH3:5])[CH2:3][O:4]2)=[CH:10][CH:9]=1.